Dataset: Reaction yield outcomes from USPTO patents with 853,638 reactions. Task: Predict the reaction yield, written as a fraction of the theoretical maximum amount of product (1.0 means a 100% yield; for example, 0.34 means a 34% yield). (1) The reactants are [CH3:1][O:2][C:3]1[CH:4]=[C:5]([CH2:11][CH2:12][C:13]([OH:15])=O)[CH:6]=[CH:7][C:8]=1[O:9][CH3:10].Cl.[CH3:17][NH:18][O:19][CH3:20].C(Cl)CCl. The catalyst is CN(C1C=CN=CC=1)C.ClCCl. The yield is 0.880. The product is [CH3:1][O:2][C:3]1[CH:4]=[C:5]([CH2:11][CH2:12][C:13]([N:18]([O:19][CH3:20])[CH3:17])=[O:15])[CH:6]=[CH:7][C:8]=1[O:9][CH3:10]. (2) The reactants are [NH2:1][C:2]1[CH:7]=[CH:6][C:5]([CH2:8][C:9]([NH:11][CH2:12][CH2:13][N:14]([CH3:16])[CH3:15])=[O:10])=[CH:4][C:3]=1Br.C1(P(C2CCCCC2)C2C=CC=C[C:26]=2[C:31]2[C:36](OC)=[CH:35][CH:34]=[CH:33][C:32]=2OC)CCCCC1.[O-]P([O-])([O-])=O.[K+].[K+].[K+].O1CCOC[CH2:56]1. The catalyst is CCOC(C)=O.C1C=CC(/C=C/C(/C=C/C2C=CC=CC=2)=O)=CC=1.C1C=CC(/C=C/C(/C=C/C2C=CC=CC=2)=O)=CC=1.C1C=CC(/C=C/C(/C=C/C2C=CC=CC=2)=O)=CC=1.[Pd].[Pd]. The product is [NH2:1][C:2]1[CH:7]=[CH:6][C:5]([CH2:8][C:9]([NH:11][CH2:12][CH2:13][N:14]([CH3:16])[CH3:15])=[O:10])=[CH:4][C:3]=1[C:34]1[CH2:33][CH2:32][C:31]([CH3:26])([CH3:56])[CH2:36][CH:35]=1. The yield is 0.280. (3) The reactants are [C:1]([N:9]1[CH2:14][CH2:13][CH2:12][C:11]([CH2:20][C:21]2[CH:26]=[CH:25][CH:24]=[CH:23][CH:22]=2)([C:15]([O:17]CC)=[O:16])[CH2:10]1)(=[O:8])[C:2]1[CH:7]=[CH:6][CH:5]=[CH:4][CH:3]=1.[OH-].[Na+]. The catalyst is C(O)C. The product is [C:1]([N:9]1[CH2:14][CH2:13][CH2:12][C:11]([CH2:20][C:21]2[CH:26]=[CH:25][CH:24]=[CH:23][CH:22]=2)([C:15]([OH:17])=[O:16])[CH2:10]1)(=[O:8])[C:2]1[CH:3]=[CH:4][CH:5]=[CH:6][CH:7]=1. The yield is 0.557. (4) The reactants are O.[NH2:2]N.[Cl:4][C:5]1[C:10]([Cl:11])=[CH:9][CH:8]=[CH:7][C:6]=1[CH2:12][N:13]1[C:17]2[CH:18]=[C:19]([N:29]3[CH2:34][CH2:33][O:32][CH2:31][CH2:30]3)[CH:20]=[C:21]([C:22](/[N:24]=[CH:25]/[N:26](C)C)=O)[C:16]=2[N:15]=[C:14]1[CH3:35].C([O-])(O)=O.[Na+]. The catalyst is C(O)(=O)C. The product is [Cl:4][C:5]1[C:10]([Cl:11])=[CH:9][CH:8]=[CH:7][C:6]=1[CH2:12][N:13]1[C:17]2[CH:18]=[C:19]([N:29]3[CH2:30][CH2:31][O:32][CH2:33][CH2:34]3)[CH:20]=[C:21]([C:22]3[N:24]=[CH:25][NH:26][N:2]=3)[C:16]=2[N:15]=[C:14]1[CH3:35]. The yield is 0.530. (5) The reactants are [F:1][C:2]1[CH:3]=[C:4]([NH:28][C:29]([C:31]2[C:32](=[O:44])[N:33]([C:37]3[CH:42]=[CH:41][C:40]([F:43])=[CH:39][CH:38]=3)[N:34]=[CH:35][CH:36]=2)=[O:30])[CH:5]=[CH:6][C:7]=1[O:8][C:9]1[CH:14]=[CH:13][N:12]=[C:11]2[N:15]([CH2:19][C:20]3[CH:25]=[CH:24][C:23]([O:26][CH3:27])=[CH:22][CH:21]=3)[N:16]=[C:17](I)[C:10]=12.[CH3:45][N:46]1[CH:50]=[C:49](B2OC(C)(C)C(C)(C)O2)[CH:48]=[N:47]1.C1(P(C2CCCCC2)C2CCCCC2)CCCCC1.[F-].[Cs+]. The catalyst is CC([O-])=O.CC([O-])=O.[Pd+2].CC#N. The product is [F:1][C:2]1[CH:3]=[C:4]([NH:28][C:29]([C:31]2[C:32](=[O:44])[N:33]([C:37]3[CH:42]=[CH:41][C:40]([F:43])=[CH:39][CH:38]=3)[N:34]=[CH:35][CH:36]=2)=[O:30])[CH:5]=[CH:6][C:7]=1[O:8][C:9]1[CH:14]=[CH:13][N:12]=[C:11]2[N:15]([CH2:19][C:20]3[CH:25]=[CH:24][C:23]([O:26][CH3:27])=[CH:22][CH:21]=3)[N:16]=[C:17]([C:49]3[CH:48]=[N:47][N:46]([CH3:45])[CH:50]=3)[C:10]=12. The yield is 0.509. (6) The yield is 0.110. The reactants are [CH:1]1([O:6][C:7](=[O:52])[C@@H:8]([N:15](C(OC(C)(C)C)=O)[CH2:16][C:17]2[CH:22]=[CH:21][CH:20]=[C:19]([NH:23][CH2:24][C:25]3[CH:26]=[CH:27][C:28]4[CH:32]=[C:31]([C:33](=[O:43])[NH:34][O:35]C(OCC(C)C)C)[S:30][C:29]=4[CH:44]=3)[CH:18]=2)[C:9]2[CH:14]=[CH:13][CH:12]=[CH:11][CH:10]=2)[CH2:5][CH2:4][CH2:3][CH2:2]1.C(O)(C(F)(F)F)=O. The product is [CH:1]1([O:6][C:7](=[O:52])[C@@H:8]([NH:15][CH2:16][C:17]2[CH:22]=[CH:21][CH:20]=[C:19]([NH:23][CH2:24][C:25]3[CH:26]=[CH:27][C:28]4[CH:32]=[C:31]([C:33](=[O:43])[NH:34][OH:35])[S:30][C:29]=4[CH:44]=3)[CH:18]=2)[C:9]2[CH:14]=[CH:13][CH:12]=[CH:11][CH:10]=2)[CH2:5][CH2:4][CH2:3][CH2:2]1. The catalyst is C(Cl)Cl.CO.C(Cl)Cl. (7) The reactants are CS([C:5]1[N:6]=[N:7][CH:8]=[C:9]([C:11]2[CH:16]=[C:15]([F:17])[CH:14]=[C:13]([F:18])[CH:12]=2)[N:10]=1)(=O)=O.[NH3:19]. No catalyst specified. The product is [F:18][C:13]1[CH:12]=[C:11]([C:9]2[N:10]=[C:5]([NH2:19])[N:6]=[N:7][CH:8]=2)[CH:16]=[C:15]([F:17])[CH:14]=1. The yield is 0.740. (8) The reactants are Br[C:2]1[CH:3]=[N:4][CH:5]=[C:6]([N:10]2[CH2:21][CH2:20][N:19]3[C:12](=[CH:13][C:14]4[CH2:15][C:16]([CH3:23])([CH3:22])[CH2:17][C:18]=43)[C:11]2=[O:24])[C:7]=1[CH:8]=[O:9].[CH3:25][O:26][CH2:27][CH2:28][N:29]1[CH2:34][CH2:33][N:32]2[N:35]=[C:36]([NH:38][C:39]3[C:40](=[O:55])[N:41]([CH3:54])[CH:42]=[C:43](B4OC(C)(C)C(C)(C)O4)[CH:44]=3)[CH:37]=[C:31]2[CH2:30]1.C([O-])(=O)C.[Na+].[O-]P([O-])([O-])=O.[K+].[K+].[K+]. The catalyst is C1C=CC(P(C2C=CC=CC=2)[C-]2C=CC=C2)=CC=1.C1C=CC(P(C2C=CC=CC=2)[C-]2C=CC=C2)=CC=1.Cl[Pd]Cl.[Fe+2].C(#N)C.O. The product is [CH3:22][C:16]1([CH3:23])[CH2:15][C:14]2[CH:13]=[C:12]3[N:19]([CH2:20][CH2:21][N:10]([C:6]4[CH:5]=[N:4][CH:3]=[C:2]([C:43]5[CH:44]=[C:39]([NH:38][C:36]6[CH:37]=[C:31]7[CH2:30][N:29]([CH2:28][CH2:27][O:26][CH3:25])[CH2:34][CH2:33][N:32]7[N:35]=6)[C:40](=[O:55])[N:41]([CH3:54])[CH:42]=5)[C:7]=4[CH:8]=[O:9])[C:11]3=[O:24])[C:18]=2[CH2:17]1. The yield is 0.320.